Predict the product of the given reaction. From a dataset of Forward reaction prediction with 1.9M reactions from USPTO patents (1976-2016). (1) Given the reactants [CH:1]12[CH2:10][CH:5]3[CH2:6][CH:7]([CH2:9][CH:3]([CH2:4]3)[CH:2]1[N:11]1[C:14](=[O:15])[C:13]([CH3:17])([CH3:16])[NH:12]1)[CH2:8]2.[C:18]([C:22]1[CH:29]=[CH:28][C:25]([CH2:26]Br)=[CH:24][CH:23]=1)([CH3:21])([CH3:20])[CH3:19], predict the reaction product. The product is: [C:18]([C:22]1[CH:23]=[CH:24][C:25]([CH2:26][N:12]2[C:13]([CH3:17])([CH3:16])[C:14](=[O:15])[N:11]2[CH:2]2[CH:3]3[CH2:4][CH:5]4[CH2:6][CH:7]([CH2:8][CH:1]2[CH2:10]4)[CH2:9]3)=[CH:28][CH:29]=1)([CH3:21])([CH3:19])[CH3:20]. (2) Given the reactants [Cl:1][C:2]1[C:3]2[C:10]([I:11])=[CH:9][NH:8][C:4]=2[N:5]=[CH:6][N:7]=1.[CH3:12][O:13][C:14]([C@H:16]1[CH2:19][C@@H:18](O)[CH2:17]1)=[O:15].C1C=CC(P(C2C=CC=CC=2)C2C=CC=CC=2)=CC=1.CC(OC(/N=N/C(OC(C)C)=O)=O)C, predict the reaction product. The product is: [CH3:12][O:13][C:14]([C@H:16]1[CH2:19][C@H:18]([N:8]2[C:4]3[N:5]=[CH:6][N:7]=[C:2]([Cl:1])[C:3]=3[C:10]([I:11])=[CH:9]2)[CH2:17]1)=[O:15]. (3) The product is: [CH3:9][S:10]([O:7][CH2:6][CH2:5][CH:4]([S:3][CH2:1][CH3:2])[CH3:8])(=[O:12])=[O:11]. Given the reactants [CH2:1]([S:3][CH:4]([CH3:8])[CH2:5][CH2:6][OH:7])[CH3:2].[CH3:9][S:10](Cl)(=[O:12])=[O:11], predict the reaction product. (4) Given the reactants [CH2:1]([O:8][C:9]1[CH:18]=[C:17]2[C:12]([C:13]([NH:20][CH2:21][CH:22]([CH3:24])[CH3:23])=[C:14]([NH2:19])[CH:15]=[N:16]2)=[CH:11][CH:10]=1)[C:2]1[CH:7]=[CH:6][CH:5]=[CH:4][CH:3]=1.[CH2:25]([O:27][CH2:28][C:29](Cl)=O)[CH3:26].C1(C)C=CC=CC=1, predict the reaction product. The product is: [CH2:1]([O:8][C:9]1[CH:10]=[CH:11][C:12]2[C:13]3[N:20]([CH2:21][CH:22]([CH3:24])[CH3:23])[C:26]([CH2:25][O:27][CH2:28][CH3:29])=[N:19][C:14]=3[CH:15]=[N:16][C:17]=2[CH:18]=1)[C:2]1[CH:3]=[CH:4][CH:5]=[CH:6][CH:7]=1. (5) Given the reactants [CH:1]1([C:4]([NH:6][C:7]2[N:8]=[CH:9][C:10]3[C:15]([CH:16]=2)=[CH:14][CH:13]=[C:12]([C:17]2[CH:18]=[C:19]([CH:23]=[CH:24][C:25]=2[CH3:26])[C:20]([OH:22])=O)[CH:11]=3)=[O:5])[CH2:3][CH2:2]1.[CH3:27][C:28]1([NH2:32])[CH2:31][CH2:30][CH2:29]1.F[P-](F)(F)(F)(F)F.N1(O[P+](N2CCCC2)(N2CCCC2)N2CCCC2)C2N=CC=CC=2N=N1.C(N(CC)C(C)C)(C)C.CN(C)C=O, predict the reaction product. The product is: [CH:1]1([C:4]([NH:6][C:7]2[N:8]=[CH:9][C:10]3[C:15]([CH:16]=2)=[CH:14][CH:13]=[C:12]([C:17]2[CH:18]=[C:19]([CH:23]=[CH:24][C:25]=2[CH3:26])[C:20]([NH:32][C:28]2([CH3:27])[CH2:31][CH2:30][CH2:29]2)=[O:22])[CH:11]=3)=[O:5])[CH2:2][CH2:3]1. (6) Given the reactants C1C(=O)[N:5](Br)[C:3](=O)[CH2:2]1.[C:19](OO[C:19](=O)[C:20]1[CH:25]=[CH:24][CH:23]=[CH:22][CH:21]=1)(=O)[C:20]1[CH:25]=[CH:24][CH:23]=[CH:22][CH:21]=1.[OH2:27], predict the reaction product. The product is: [CH:2]([C:3]1[NH:5][C:21]2[C:20]([CH:19]=1)=[CH:25][CH:24]=[CH:23][CH:22]=2)=[O:27]. (7) Given the reactants COC1C=CC(C([NH:24][C:25]2[N:30]([CH3:31])[C:29](=[O:32])[C:28]([CH3:34])([CH3:33])[C@:27]([C:36]3[CH:41]=[C:40](Br)[CH:39]=[CH:38][C:37]=3[F:43])([CH3:35])[N:26]=2)(C2C=CC(OC)=CC=2)C2C=CC=CC=2)=CC=1.[NH2:44][C:45]1[CH:52]=[CH:51][C:48]([C:49]#[N:50])=[CH:47][C:46]=1[C:53]([F:56])([F:55])[F:54], predict the reaction product. The product is: [NH2:24][C:25]1[N:30]([CH3:31])[C:29](=[O:32])[C:28]([CH3:33])([CH3:34])[C@:27]([C:36]2[CH:41]=[C:40]([NH:44][C:45]3[CH:52]=[CH:51][C:48]([C:49]#[N:50])=[CH:47][C:46]=3[C:53]([F:54])([F:55])[F:56])[CH:39]=[CH:38][C:37]=2[F:43])([CH3:35])[N:26]=1. (8) Given the reactants [Cl:1][CH2:2][C:3]([O:5]/[N:6]=[C:7](\[NH2:15])/[C:8]1[CH:13]=[CH:12][C:11](C)=C[CH:9]=1)=[O:4].O[NH:17]C(=N)C1C=CC=NC=1.ClCC(Cl)=O, predict the reaction product. The product is: [Cl:1][CH2:2][C:3]([O:5]/[N:6]=[C:7](\[NH2:15])/[C:8]1[CH:13]=[CH:12][CH:11]=[N:17][CH:9]=1)=[O:4]. (9) The product is: [CH3:43][O:42][CH2:41][CH2:40][O:39][C:37]([NH:2][C@H:3]1[CH2:7][CH2:6][N:5]([C:8]2[CH:13]=[CH:12][C:11]([N:14]3[CH2:18][C@H:17]([CH2:19][NH:20][C:29]4[CH:33]=[CH:32][O:31][N:30]=4)[O:16][C:15]3=[O:34])=[CH:10][C:9]=2[F:35])[CH2:4]1)=[O:38]. Given the reactants Cl.[NH2:2][C@H:3]1[CH2:7][CH2:6][N:5]([C:8]2[CH:13]=[CH:12][C:11]([N:14]3[CH2:18][C@H:17]([CH2:19][N:20]([C:29]4[CH:33]=[CH:32][O:31][N:30]=4)C(OCC(Cl)(Cl)Cl)=O)[O:16][C:15]3=[O:34])=[CH:10][C:9]=2[F:35])[CH2:4]1.Cl[C:37]([O:39][CH2:40][CH2:41][O:42][CH3:43])=[O:38], predict the reaction product. (10) Given the reactants [N+:1]([C:4]1[C:13](OS(C(F)(F)F)(=O)=O)=[CH:12][CH:11]=[C:10]2[C:5]=1[CH:6]=[CH:7][C:8]([C:22]([OH:24])=[O:23])=[CH:9]2)([O-:3])=[O:2].[NH:25]1[CH2:30][CH2:29][CH2:28][CH2:27][CH2:26]1.[C:31](#N)C, predict the reaction product. The product is: [CH3:31][O:24][C:22]([C:8]1[CH:7]=[CH:6][C:5]2[C:10](=[CH:11][CH:12]=[C:13]([N:25]3[CH2:30][CH2:29][CH2:28][CH2:27][CH2:26]3)[C:4]=2[N+:1]([O-:3])=[O:2])[CH:9]=1)=[O:23].